From a dataset of Reaction yield outcomes from USPTO patents with 853,638 reactions. Predict the reaction yield, written as a fraction of the theoretical maximum amount of product (1.0 means a 100% yield; for example, 0.34 means a 34% yield). (1) The reactants are [F:1][C:2]([F:7])([F:6])[C:3]([OH:5])=[O:4].[CH2:8]([S:10]([N:13]1[CH2:18][CH2:17][CH:16]([C:19]2[C:27]3[C:22](=[C:23]([C:38]([NH2:40])=[O:39])[CH:24]=[C:25]([C:28]4[CH:33]=[C:32]([CH2:34][NH:35][CH3:36])[CH:31]=[CH:30][C:29]=4[F:37])[CH:26]=3)[NH:21][CH:20]=2)[CH2:15][CH2:14]1)(=[O:12])=[O:11])[CH3:9].[CH3:41]N. No catalyst specified. The product is [F:1][C:2]([F:7])([F:6])[C:3]([OH:5])=[O:4].[CH2:8]([S:10]([N:13]1[CH2:18][CH2:17][CH:16]([C:19]2[C:27]3[C:22](=[C:23]([C:38]([NH2:40])=[O:39])[CH:24]=[C:25]([C:28]4[CH:33]=[C:32]([CH2:34][N:35]5[CH2:2][CH2:3][O:5][CH2:41][CH2:36]5)[CH:31]=[CH:30][C:29]=4[F:37])[CH:26]=3)[NH:21][CH:20]=2)[CH2:15][CH2:14]1)(=[O:11])=[O:12])[CH3:9]. The yield is 0.643. (2) The reactants are [Cl:1][C:2]1[CH:3]=[C:4]2[C:8](=[CH:9][CH:10]=1)[NH:7][CH:6]=[C:5]2[C:11]1[CH2:16][CH2:15][N:14]([C:17]([O:19][C:20]([CH3:23])([CH3:22])[CH3:21])=[O:18])[CH2:13][CH:12]=1.C(O)C. The catalyst is [Pt](=O)=O.C(O)(=O)C. The product is [Cl:1][C:2]1[CH:3]=[C:4]2[C:8](=[CH:9][CH:10]=1)[NH:7][CH:6]=[C:5]2[CH:11]1[CH2:16][CH2:15][N:14]([C:17]([O:19][C:20]([CH3:23])([CH3:22])[CH3:21])=[O:18])[CH2:13][CH2:12]1. The yield is 0.980. (3) The reactants are [CH2:1]([O:3][P:4]([N:9]1[CH2:22][CH2:21][CH2:20][N:19](P(OCC)(OCC)=O)[CH2:18][CH2:17][N:16](P(OCC)(OCC)=O)[CH2:15][CH2:14][CH2:13][NH:12][CH2:11][CH2:10]1)([O:6][CH2:7][CH3:8])=[O:5])[CH3:2].C([O-])([O-])=O.[K+].[K+].BrCC1C=CC(CBr)=CC=1. The catalyst is CC#N. The product is [CH2:7]([O:6][P:4]([N:9]1[CH2:22][CH2:21][CH2:20][NH:19][CH2:18][CH2:17][NH:16][CH2:15][CH2:14][CH2:13][NH:12][CH2:11][CH2:10]1)([O:3][CH2:1][CH3:2])=[O:5])[CH3:8]. The yield is 0.590. (4) The catalyst is N1C=CC=CC=1. The yield is 0.770. The product is [CH3:29][C:26]([O:25][C@H:24]([CH3:30])[C@@H:23]([C:31]([O:33][CH3:34])=[O:32])[NH:22][C:20]([C:19]1[CH:18]=[CH:17][C:16]([C:35]2[CH:36]=[CH:37][C:38]([F:41])=[CH:39][CH:40]=2)=[CH:15][C:14]=1[NH:13][C:11]([NH:10][C:3]1[C:2]([CH3:1])=[CH:7][C:6]([CH3:8])=[CH:5][C:4]=1[CH3:9])=[O:12])=[O:21])([CH3:27])[CH3:28]. The reactants are [CH3:1][C:2]1[CH:7]=[C:6]([CH3:8])[CH:5]=[C:4]([CH3:9])[C:3]=1[N:10]=[C:11]=[O:12].[NH2:13][C:14]1[CH:15]=[C:16]([C:35]2[CH:40]=[CH:39][C:38]([F:41])=[CH:37][CH:36]=2)[CH:17]=[CH:18][C:19]=1[C:20]([NH:22][C@H:23]([C:31]([O:33][CH3:34])=[O:32])[C@@H:24]([CH3:30])[O:25][C:26]([CH3:29])([CH3:28])[CH3:27])=[O:21].CCCCCC.C(OCC)(=O)C. (5) The reactants are [Cl-].O[NH3+:3].[C:4](=[O:7])([O-])[OH:5].[Na+].CS(C)=O.[CH3:13][CH:14]1[CH2:19][CH:18]([N:20]2[C:25](=[O:26])[C:24]([CH2:27][C:28]3[CH:33]=[CH:32][C:31]([C:34]4[C:35]([C:40]#[N:41])=[CH:36][CH:37]=[CH:38][CH:39]=4)=[CH:30][CH:29]=3)=[C:23]([CH2:42][CH2:43][CH3:44])[N:22]3[N:45]=[CH:46][N:47]=[C:21]23)[CH2:17][CH2:16][O:15]1. The catalyst is C(OCC)(=O)C. The product is [CH3:13][CH:14]1[CH2:19][CH:18]([N:20]2[C:25](=[O:26])[C:24]([CH2:27][C:28]3[CH:29]=[CH:30][C:31]([C:34]4[CH:39]=[CH:38][CH:37]=[CH:36][C:35]=4[C:40]4[NH:3][C:4](=[O:7])[O:5][N:41]=4)=[CH:32][CH:33]=3)=[C:23]([CH2:42][CH2:43][CH3:44])[N:22]3[N:45]=[CH:46][N:47]=[C:21]23)[CH2:17][CH2:16][O:15]1. The yield is 0.470.